Dataset: NCI-60 drug combinations with 297,098 pairs across 59 cell lines. Task: Regression. Given two drug SMILES strings and cell line genomic features, predict the synergy score measuring deviation from expected non-interaction effect. (1) Drug 1: C1=CC(=CC=C1CCC2=CNC3=C2C(=O)NC(=N3)N)C(=O)NC(CCC(=O)O)C(=O)O. Drug 2: CC1=C(N=C(N=C1N)C(CC(=O)N)NCC(C(=O)N)N)C(=O)NC(C(C2=CN=CN2)OC3C(C(C(C(O3)CO)O)O)OC4C(C(C(C(O4)CO)O)OC(=O)N)O)C(=O)NC(C)C(C(C)C(=O)NC(C(C)O)C(=O)NCCC5=NC(=CS5)C6=NC(=CS6)C(=O)NCCC[S+](C)C)O. Cell line: MCF7. Synergy scores: CSS=34.8, Synergy_ZIP=2.07, Synergy_Bliss=2.27, Synergy_Loewe=-3.83, Synergy_HSA=0.897. (2) Cell line: SF-295. Drug 2: C1=CN(C=N1)CC(O)(P(=O)(O)O)P(=O)(O)O. Synergy scores: CSS=-3.69, Synergy_ZIP=-11.6, Synergy_Bliss=-26.5, Synergy_Loewe=-29.8, Synergy_HSA=-25.6. Drug 1: CC12CCC3C(C1CCC2=O)CC(=C)C4=CC(=O)C=CC34C. (3) Drug 1: COC1=C(C=C2C(=C1)N=CN=C2NC3=CC(=C(C=C3)F)Cl)OCCCN4CCOCC4. Drug 2: CCCCCOC(=O)NC1=NC(=O)N(C=C1F)C2C(C(C(O2)C)O)O. Cell line: LOX IMVI. Synergy scores: CSS=6.79, Synergy_ZIP=-4.49, Synergy_Bliss=-4.45, Synergy_Loewe=-6.04, Synergy_HSA=-2.52. (4) Drug 1: CC1CCC2CC(C(=CC=CC=CC(CC(C(=O)C(C(C(=CC(C(=O)CC(OC(=O)C3CCCCN3C(=O)C(=O)C1(O2)O)C(C)CC4CCC(C(C4)OC)OCCO)C)C)O)OC)C)C)C)OC. Drug 2: C1CNP(=O)(OC1)N(CCCl)CCCl. Cell line: M14. Synergy scores: CSS=11.1, Synergy_ZIP=-2.90, Synergy_Bliss=0.0812, Synergy_Loewe=-15.3, Synergy_HSA=-1.85. (5) Drug 2: CC(C)(C#N)C1=CC(=CC(=C1)CN2C=NC=N2)C(C)(C)C#N. Synergy scores: CSS=-3.14, Synergy_ZIP=-0.102, Synergy_Bliss=-2.20, Synergy_Loewe=-5.44, Synergy_HSA=-4.41. Cell line: TK-10. Drug 1: CN1C2=C(C=C(C=C2)N(CCCl)CCCl)N=C1CCCC(=O)O.Cl. (6) Cell line: SK-MEL-28. Drug 1: CC12CCC(CC1=CCC3C2CCC4(C3CC=C4C5=CN=CC=C5)C)O. Drug 2: CCC1=C2CN3C(=CC4=C(C3=O)COC(=O)C4(CC)O)C2=NC5=C1C=C(C=C5)O. Synergy scores: CSS=9.29, Synergy_ZIP=-3.04, Synergy_Bliss=6.25, Synergy_Loewe=-4.98, Synergy_HSA=3.36. (7) Drug 1: CCC1=CC2CC(C3=C(CN(C2)C1)C4=CC=CC=C4N3)(C5=C(C=C6C(=C5)C78CCN9C7C(C=CC9)(C(C(C8N6C)(C(=O)OC)O)OC(=O)C)CC)OC)C(=O)OC.C(C(C(=O)O)O)(C(=O)O)O. Drug 2: CS(=O)(=O)OCCCCOS(=O)(=O)C. Cell line: SK-OV-3. Synergy scores: CSS=50.8, Synergy_ZIP=0.805, Synergy_Bliss=2.84, Synergy_Loewe=-65.7, Synergy_HSA=2.89.